Dataset: Full USPTO retrosynthesis dataset with 1.9M reactions from patents (1976-2016). Task: Predict the reactants needed to synthesize the given product. Given the product [CH3:28][C:2]1([CH3:1])[CH2:7][CH2:6][C:5]([C:8]2[CH:13]=[C:12]([C:14]([S:38][CH2:37][C:34]3[CH:35]=[CH:36][C:31]([O:30][CH3:29])=[CH:32][CH:33]=3)([CH3:15])[CH3:16])[CH:11]=[CH:10][C:9]=2[NH:18][C:19]([C:21]2[NH:22][CH:23]=[C:24]([C:26]#[N:27])[N:25]=2)=[O:20])=[CH:4][CH2:3]1, predict the reactants needed to synthesize it. The reactants are: [CH3:1][C:2]1([CH3:28])[CH2:7][CH2:6][C:5]([C:8]2[CH:13]=[C:12]([C:14](O)([CH3:16])[CH3:15])[CH:11]=[CH:10][C:9]=2[NH:18][C:19]([C:21]2[NH:22][CH:23]=[C:24]([C:26]#[N:27])[N:25]=2)=[O:20])=[CH:4][CH2:3]1.[CH3:29][O:30][C:31]1[CH:36]=[CH:35][C:34]([CH2:37][SH:38])=[CH:33][CH:32]=1.C(O)(C(F)(F)F)=O.